Dataset: Forward reaction prediction with 1.9M reactions from USPTO patents (1976-2016). Task: Predict the product of the given reaction. (1) Given the reactants I[C:2]1[CH:7]=[CH:6][CH:5]=[CH:4][C:3]=1[N+:8]([O-:10])=[O:9].[Br:11][C:12]1[CH:17]=[CH:16][C:15](B(O)O)=[CH:14][CH:13]=1.C(=O)([O-])[O-].[K+].[K+], predict the reaction product. The product is: [Br:11][C:12]1[CH:17]=[CH:16][C:15]([C:2]2[CH:7]=[CH:6][CH:5]=[CH:4][C:3]=2[N+:8]([O-:10])=[O:9])=[CH:14][CH:13]=1. (2) Given the reactants [CH3:1][N:2]1[C:6]([C:7]2[CH:8]=[C:9]([C:15]([O:17]C)=[O:16])[S:10][C:11]=2[CH2:12][CH2:13][CH3:14])=[CH:5][CH:4]=[N:3]1.[Br:19]N1C(=O)CCC1=O.[OH-].[Na+], predict the reaction product. The product is: [Br:19][C:5]1[CH:4]=[N:3][N:2]([CH3:1])[C:6]=1[C:7]1[CH:8]=[C:9]([C:15]([OH:17])=[O:16])[S:10][C:11]=1[CH2:12][CH2:13][CH3:14].